This data is from Full USPTO retrosynthesis dataset with 1.9M reactions from patents (1976-2016). The task is: Predict the reactants needed to synthesize the given product. (1) Given the product [ClH:1].[CH3:29][S:30]([CH2:33][C:34]1[CH:40]=[CH:39][C:37]([NH:38][C:2]2[N:7]=[C:6]([N:8]([CH3:28])[C:9]3[CH:27]=[CH:26][C:12]4[N:13]([CH3:25])[C:14]([NH:16][CH2:17][C:18]5[CH:19]=[CH:20][C:21]([CH3:24])=[CH:22][CH:23]=5)=[N:15][C:11]=4[CH:10]=3)[CH:5]=[CH:4][N:3]=2)=[CH:36][CH:35]=1)(=[O:31])=[O:32], predict the reactants needed to synthesize it. The reactants are: [Cl:1][C:2]1[N:7]=[C:6]([N:8]([CH3:28])[C:9]2[CH:27]=[CH:26][C:12]3[N:13]([CH3:25])[C:14]([NH:16][CH2:17][C:18]4[CH:23]=[CH:22][C:21]([CH3:24])=[CH:20][CH:19]=4)=[N:15][C:11]=3[CH:10]=2)[CH:5]=[CH:4][N:3]=1.[CH3:29][S:30]([CH2:33][C:34]1[CH:40]=[CH:39][C:37]([NH2:38])=[CH:36][CH:35]=1)(=[O:32])=[O:31]. (2) Given the product [C:42]([O:41][C:39]([NH:38][C@@H:28]1[C:27](=[O:46])[N:26]2[C@@H:22]([CH2:23][C@@H:24]([NH:47][C:11]([N:2]3[CH2:3][CH2:4][C:5]4[C:10](=[CH:9][CH:8]=[CH:7][CH:6]=4)[CH2:1]3)=[O:12])[CH2:25]2)[C:21](=[O:48])[NH:20][C@@:19]2([C:17]([OH:18])=[O:16])[C@@H:36]([CH2:37]2)[CH:35]=[CH:34][CH2:33][CH2:32][CH2:31][CH2:30][CH2:29]1)=[O:40])([CH3:45])([CH3:43])[CH3:44], predict the reactants needed to synthesize it. The reactants are: [CH2:1]1[C:10]2[C:5](=[CH:6][CH:7]=[CH:8][CH:9]=2)[CH2:4][CH2:3][N:2]1[C:11](Cl)=[O:12].C([O:16][C:17]([C@@:19]12[CH2:37][C@H:36]1[CH:35]=[CH:34][CH2:33][CH2:32][CH2:31][CH2:30][CH2:29][C@H:28]([NH:38][C:39]([O:41][C:42]([CH3:45])([CH3:44])[CH3:43])=[O:40])[C:27](=[O:46])[N:26]1[C@@H:22]([CH2:23][C@@H:24]([NH2:47])[CH2:25]1)[C:21](=[O:48])[NH:20]2)=[O:18])C.CCN(C(C)C)C(C)C.[OH-].[Li+].